From a dataset of Full USPTO retrosynthesis dataset with 1.9M reactions from patents (1976-2016). Predict the reactants needed to synthesize the given product. (1) Given the product [NH2:1][C:4]1[CH:9]=[CH:8][C:7]([S:10]([CH:27]2[CH2:18][CH2:19][N:14]([C:20]([O:22][C:23]([CH3:26])([CH3:25])[CH3:24])=[O:21])[CH2:15][CH2:16]2)(=[O:12])=[O:11])=[CH:6][CH:5]=1, predict the reactants needed to synthesize it. The reactants are: [N+:1]([C:4]1[CH:9]=[CH:8][C:7]([S:10](Cl)(=[O:12])=[O:11])=[CH:6][CH:5]=1)([O-])=O.[N:14]1([C:20]([O:22][C:23]([CH3:26])([CH3:25])[CH3:24])=[O:21])[CH2:19][CH2:18]N[CH2:16][CH2:15]1.[CH3:27]CN(CC)CC.C([O-])(O)=O.[Na+]. (2) Given the product [C:1]([O:5][C:6]([NH:8][CH2:9][C:10]1[N:11]([CH2:33][CH:34]([CH3:36])[CH3:35])[C:12](=[O:32])[C:13]2[C:18]([C:19]=1[C:20]1[CH:21]=[CH:22][C:23]([Cl:26])=[CH:24][CH:25]=1)=[CH:17][C:16](/[CH:27]=[CH:28]/[C:29]([NH2:40])=[O:31])=[CH:15][CH:14]=2)=[O:7])([CH3:4])([CH3:2])[CH3:3], predict the reactants needed to synthesize it. The reactants are: [C:1]([O:5][C:6]([NH:8][CH2:9][C:10]1[N:11]([CH2:33][CH:34]([CH3:36])[CH3:35])[C:12](=[O:32])[C:13]2[C:18]([C:19]=1[C:20]1[CH:25]=[CH:24][C:23]([Cl:26])=[CH:22][CH:21]=1)=[CH:17][C:16](/[CH:27]=[CH:28]/[C:29]([OH:31])=O)=[CH:15][CH:14]=2)=[O:7])([CH3:4])([CH3:3])[CH3:2].Cl.C([N:40]=C=NCCCN(C)C)C.[NH4+].ON1C2C=CC=CC=2N=N1.O. (3) Given the product [O:15]=[C:13]([NH:20][CH2:21][C:22](=[O:23])[O:24][CH2:25][CH2:26][CH2:27][CH:28]=[CH2:29])[C:38]([O:40][CH3:41])=[O:39], predict the reactants needed to synthesize it. The reactants are: C(N1C=CN=C1)(N1C=CN=C1)=O.[C:13]([NH:20][CH2:21][C:22]([OH:24])=[O:23])([O:15]C(C)(C)C)=O.[CH2:25](O)[CH2:26][CH2:27][CH:28]=[CH2:29].Cl.CS(O)(=O)=O.[C:38]([O:40][CH3:41])(=[O:39])[C:38]([O:40][CH3:41])=[O:39].C(N(CC)CC)C. (4) Given the product [CH3:28][C:24]1[N:25]=[CH:26][S:27][C:23]=1[C:15]1[N:16]([CH2:2][C:3]2[C:12]3[C:7](=[CH:8][CH:9]=[CH:10][CH:11]=3)[NH:6][C:5](=[O:13])[CH:4]=2)[C:17]2[CH:22]=[CH:21][CH:20]=[CH:19][C:18]=2[N:14]=1, predict the reactants needed to synthesize it. The reactants are: Br[CH2:2][C:3]1[C:12]2[C:7](=[CH:8][CH:9]=[CH:10][CH:11]=2)[NH:6][C:5](=[O:13])[CH:4]=1.[NH:14]1[C:18]2[CH:19]=[CH:20][CH:21]=[CH:22][C:17]=2[N:16]=[C:15]1[C:23]1[S:27][CH:26]=[N:25][C:24]=1[CH3:28]. (5) Given the product [NH2:14][C@H:11]([CH2:12][F:13])[CH2:10][CH2:9][N:8]([C@@H:25]([C:30]1[N:31]=[C:32]([C:42]2[CH:47]=[C:46]([F:48])[CH:45]=[CH:44][C:43]=2[F:49])[S:33][C:34]=1[CH2:35][C:36]1[CH:41]=[CH:40][CH:39]=[CH:38][CH:37]=1)[C:26]([CH3:28])([CH3:27])[CH3:29])[C:6](=[O:7])[C@@H:5]([OH:4])[CH3:50], predict the reactants needed to synthesize it. The reactants are: C([O:4][C@H:5]([CH3:50])[C:6]([N:8]([C@@H:25]([C:30]1[N:31]=[C:32]([C:42]2[CH:47]=[C:46]([F:48])[CH:45]=[CH:44][C:43]=2[F:49])[S:33][C:34]=1[CH2:35][C:36]1[CH:41]=[CH:40][CH:39]=[CH:38][CH:37]=1)[C:26]([CH3:29])([CH3:28])[CH3:27])[CH2:9][CH2:10][C@H:11]([N:14]1C(=O)C2C(=CC=CC=2)C1=O)[CH2:12][F:13])=[O:7])(=O)C.NN. (6) Given the product [CH3:46][C@@H:44]1[CH2:43][NH:42][C@H:41]([C:38]2[NH:39][CH:40]=[C:36]([C:33]3[CH:34]=[CH:35][C:30]([C:25]4[CH:24]=[CH:23][C:22]5[C:27](=[CH:28][CH:29]=[C:20]([C:18]6[N:19]=[C:15]([C@@H:10]7[CH2:11][C@H:12]([CH3:14])[CH2:13][NH:9]7)[NH:16][CH:17]=6)[CH:21]=5)[CH:26]=4)=[CH:31][CH:32]=3)[N:37]=2)[CH2:45]1, predict the reactants needed to synthesize it. The reactants are: Cl.C(OC([N:9]1[CH2:13][C@@H:12]([CH3:14])[CH2:11][C@H:10]1[C:15]1[NH:16][CH:17]=[C:18]([C:20]2[CH:21]=[C:22]3[C:27](=[CH:28][CH:29]=2)[CH:26]=[C:25]([C:30]2[CH:35]=[CH:34][C:33]([C:36]4[N:37]=[C:38]([C@@H:41]5[CH2:45][C@H:44]([CH3:46])[CH2:43][N:42]5C(OC(C)(C)C)=O)[NH:39][CH:40]=4)=[CH:32][CH:31]=2)[CH:24]=[CH:23]3)[N:19]=1)=O)(C)(C)C. (7) The reactants are: [CH2:1]([C:8]1[C:17](=[O:18])[C:16]2[C:11](=[CH:12][C:13]([Cl:19])=[CH:14][CH:15]=2)[N:10]([C:20]2[CH:25]=[CH:24][CH:23]=[C:22]([N:26]3C(C)=CC=C3C)[N:21]=2)[C:9]=1[C:33]1[O:34][CH:35]=[CH:36][N:37]=1)[C:2]1[CH:7]=[CH:6][CH:5]=[CH:4][CH:3]=1.Cl.NO. Given the product [NH2:26][C:22]1[N:21]=[C:20]([N:10]2[C:11]3[C:16](=[CH:15][CH:14]=[C:13]([Cl:19])[CH:12]=3)[C:17](=[O:18])[C:8]([CH2:1][C:2]3[CH:7]=[CH:6][CH:5]=[CH:4][CH:3]=3)=[C:9]2[C:33]2[O:34][CH:35]=[CH:36][N:37]=2)[CH:25]=[CH:24][CH:23]=1, predict the reactants needed to synthesize it. (8) Given the product [C:1]([O:5][C:6]([N:8]1[CH2:9][CH2:10][CH:11]([N:14]([CH2:22][CH:19]2[CH2:21][CH2:20]2)[CH2:15][CH2:16][O:17][CH3:18])[CH2:12][CH2:13]1)=[O:7])([CH3:4])([CH3:3])[CH3:2], predict the reactants needed to synthesize it. The reactants are: [C:1]([O:5][C:6]([N:8]1[CH2:13][CH2:12][CH:11]([NH:14][CH2:15][CH2:16][O:17][CH3:18])[CH2:10][CH2:9]1)=[O:7])([CH3:4])([CH3:3])[CH3:2].[CH:19]1([CH2:22]Br)[CH2:21][CH2:20]1.C(=O)([O-])[O-].[K+].[K+]. (9) Given the product [CH3:3][NH:5][S:17]([C:14]1[CH:15]=[CH:16][C:11]([F:10])=[CH:12][CH:13]=1)(=[O:19])=[O:18], predict the reactants needed to synthesize it. The reactants are: CN.[CH2:3]([N:5](CC)CC)C.[F:10][C:11]1[CH:16]=[CH:15][C:14]([S:17](Cl)(=[O:19])=[O:18])=[CH:13][CH:12]=1.C(Cl)Cl.